This data is from Peptide-MHC class I binding affinity with 185,985 pairs from IEDB/IMGT. The task is: Regression. Given a peptide amino acid sequence and an MHC pseudo amino acid sequence, predict their binding affinity value. This is MHC class I binding data. The peptide sequence is TVNPIVTEK. The MHC is HLA-A11:01 with pseudo-sequence HLA-A11:01. The binding affinity (normalized) is 0.877.